Dataset: Full USPTO retrosynthesis dataset with 1.9M reactions from patents (1976-2016). Task: Predict the reactants needed to synthesize the given product. Given the product [Cl:1][C:2]1[C:3]([C:29](=[O:39])[N:30]([CH2:35][CH2:36][CH2:37][CH3:38])[CH2:31][CH2:32][CH2:33][CH3:34])=[N:4][N:5]([C:8]2[CH:16]=[CH:15][C:11]([C:12]([OH:14])=[O:13])=[CH:10][C:9]=2[C:17]([N:19]2[CH2:28][CH2:27][C:26]3[C:21](=[CH:22][CH:23]=[CH:24][CH:25]=3)[CH2:20]2)=[O:18])[CH:6]=1, predict the reactants needed to synthesize it. The reactants are: [Cl:1][C:2]1[C:3]([C:29](=[O:39])[N:30]([CH2:35][CH2:36][CH2:37][CH3:38])[CH2:31][CH2:32][CH2:33][CH3:34])=[N:4][N:5]([C:8]2[CH:16]=[CH:15][C:11]([C:12]([OH:14])=[O:13])=[CH:10][C:9]=2[C:17]([N:19]2[CH2:28][CH2:27][C:26]3[C:21](=[CH:22][CH:23]=[CH:24][CH:25]=3)[CH2:20]2)=[O:18])[C:6]=1C.ClC1C(C(=O)N(CCCC)CCCC)=NN(C2C=CC(C(OCC)=O)=CC=2C(N2CCC3C(=CC=CC=3)C2)=O)C=1.